From a dataset of Full USPTO retrosynthesis dataset with 1.9M reactions from patents (1976-2016). Predict the reactants needed to synthesize the given product. (1) The reactants are: Cl[C:2]1[N:3]([CH2:23][O:24][CH2:25][CH2:26][Si:27]([CH3:30])([CH3:29])[CH3:28])[C:4]2[C:9]([CH:10]=1)=[CH:8][C:7]([C:11]1[CH:16]=[CH:15][C:14]([C:17]3([CH2:20][OH:21])[CH2:19][CH2:18]3)=[CH:13][CH:12]=1)=[C:6]([Cl:22])[CH:5]=2.[O:31]1[CH2:35][C@@H:34]([OH:36])[C@H:33]2[O:37][CH2:38][C@@H:39]([OH:40])[C@@H:32]12.C(=O)([O-])[O-].[Cs+].[Cs+]. Given the product [Cl:22][C:6]1[CH:5]=[C:4]2[C:9]([CH:10]=[C:2]([O:36][C@H:34]3[C@H:33]4[O:37][CH2:38][C@@H:39]([OH:40])[C@H:32]4[O:31][CH2:35]3)[N:3]2[CH2:23][O:24][CH2:25][CH2:26][Si:27]([CH3:30])([CH3:29])[CH3:28])=[CH:8][C:7]=1[C:11]1[CH:12]=[CH:13][C:14]([C:17]2([CH2:20][OH:21])[CH2:18][CH2:19]2)=[CH:15][CH:16]=1, predict the reactants needed to synthesize it. (2) The reactants are: [NH2:1][N:2]1[CH:6]=[CH:5][CH:4]=[C:3]1[C:7]([NH:9][C@H:10]([C:12]1[CH:17]=[CH:16][CH:15]=[CH:14][CH:13]=1)[CH3:11])=[O:8].[C:18]([O:22][C:23]([NH:25][C@@H:26]([CH3:30])[C:27](O)=[O:28])=[O:24])([CH3:21])([CH3:20])[CH3:19]. Given the product [O:28]=[C:27]([NH:1][N:2]1[CH:6]=[CH:5][CH:4]=[C:3]1[C:7](=[O:8])[NH:9][C@H:10]([C:12]1[CH:17]=[CH:16][CH:15]=[CH:14][CH:13]=1)[CH3:11])[C@@H:26]([NH:25][C:23](=[O:24])[O:22][C:18]([CH3:21])([CH3:20])[CH3:19])[CH3:30], predict the reactants needed to synthesize it. (3) The reactants are: [Cl:1][C:2]1[CH:7]=[CH:6][C:5]([C@H:8]2[CH2:13][CH2:12][C@H:11]([C:14]([O:16][CH3:17])=[O:15])[CH2:10][CH2:9]2)=[CH:4][C:3]=1I.C([O-])(=O)C.[K+].[B:24]1([B:24]2[O:28][C:27]([CH3:30])([CH3:29])[C:26]([CH3:32])([CH3:31])[O:25]2)[O:28][C:27]([CH3:30])([CH3:29])[C:26]([CH3:32])([CH3:31])[O:25]1. Given the product [Cl:1][C:2]1[CH:7]=[CH:6][C:5]([C@H:8]2[CH2:13][CH2:12][C@H:11]([C:14]([O:16][CH3:17])=[O:15])[CH2:10][CH2:9]2)=[CH:4][C:3]=1[B:24]1[O:28][C:27]([CH3:30])([CH3:29])[C:26]([CH3:32])([CH3:31])[O:25]1, predict the reactants needed to synthesize it. (4) Given the product [OH:8][N:9]1[C:15](=[O:16])[N:14]2[CH2:17][C@H:10]1[CH2:11][CH2:12][C@H:13]2[C:18]([NH:20][NH:21][C:22](=[O:33])[C@H:23]([NH:25][C:26](=[O:32])[O:27][C:28]([CH3:30])([CH3:29])[CH3:31])[CH3:24])=[O:19], predict the reactants needed to synthesize it. The reactants are: C([O:8][N:9]1[C:15](=[O:16])[N:14]2[CH2:17][C@H:10]1[CH2:11][CH2:12][C@H:13]2[C:18]([NH:20][NH:21][C:22](=[O:33])[C@H:23]([NH:25][C:26](=[O:32])[O:27][C:28]([CH3:31])([CH3:30])[CH3:29])[CH3:24])=[O:19])C1C=CC=CC=1. (5) Given the product [C:2]([C:4]1[CH:11]=[CH:10][C:7]([CH2:8][NH:9][C:19](=[O:20])[O:18][C:14]([CH3:17])([CH3:16])[CH3:15])=[CH:6][CH:5]=1)#[N:3], predict the reactants needed to synthesize it. The reactants are: Cl.[C:2]([C:4]1[CH:11]=[CH:10][C:7]([CH2:8][NH2:9])=[CH:6][CH:5]=1)#[N:3].[OH-].[Na+].[C:14]([O:18][C:19](O[C:19]([O:18][C:14]([CH3:17])([CH3:16])[CH3:15])=[O:20])=[O:20])([CH3:17])([CH3:16])[CH3:15]. (6) Given the product [Br:16][CH2:12][C:11]1[CH:14]=[CH:15][C:8]([O:7][CH2:6][CH:3]2[CH2:5][CH2:4]2)=[CH:9][CH:10]=1, predict the reactants needed to synthesize it. The reactants are: [BH4-].[Na+].[CH:3]1([CH2:6][O:7][C:8]2[CH:15]=[CH:14][C:11]([CH:12]=O)=[CH:10][CH:9]=2)[CH2:5][CH2:4]1.[BrH:16]. (7) Given the product [CH3:21][N:22]([CH3:24])/[CH:23]=[N:16]/[S:15]([C:3]1[C:2]([OH:1])=[CH:7][CH:6]=[CH:5][C:4]=1[NH:8][C:9](=[O:14])[C:10]([CH3:13])([CH3:12])[CH3:11])(=[O:18])=[O:17], predict the reactants needed to synthesize it. The reactants are: [OH:1][C:2]1[C:3]([S:15](=[O:18])(=[O:17])[NH2:16])=[C:4]([NH:8][C:9](=[O:14])[C:10]([CH3:13])([CH3:12])[CH3:11])[CH:5]=[CH:6][CH:7]=1.CO[CH:21](OC)[N:22]([CH3:24])[CH3:23]. (8) Given the product [CH2:1]([CH:5]1[C:14]2[C:9](=[CH:10][CH:11]=[C:12]([C:15]([O:17][CH3:18])=[O:16])[CH:13]=2)[CH2:8][CH2:7][N:6]1[C:21]([O:23][C:24]([CH3:27])([CH3:26])[CH3:25])=[O:22])[CH2:2][CH2:3][CH3:4], predict the reactants needed to synthesize it. The reactants are: [CH2:1]([C:5]1[C:14]2[C:9](=[CH:10][CH:11]=[C:12]([C:15]([O:17][CH3:18])=[O:16])[CH:13]=2)[CH:8]=[CH:7][N:6]=1)[CH2:2][CH2:3][CH3:4].[H][H].[C:21](O[C:21]([O:23][C:24]([CH3:27])([CH3:26])[CH3:25])=[O:22])([O:23][C:24]([CH3:27])([CH3:26])[CH3:25])=[O:22].C(N(CC)CC)C.